This data is from Reaction yield outcomes from USPTO patents with 853,638 reactions. The task is: Predict the reaction yield, written as a fraction of the theoretical maximum amount of product (1.0 means a 100% yield; for example, 0.34 means a 34% yield). The reactants are C(O)(C(F)(F)F)=O.[F:8][C:9]1[CH:14]=[CH:13][CH:12]=[CH:11][C:10]=1[C:15]1[N:23]([CH:24]2[CH2:29][CH2:28][N:27](C(OC(C)(C)C)=O)[CH2:26][CH2:25]2)[C:18]2=[N:19][CH:20]=[CH:21][CH:22]=[C:17]2[N:16]=1.C([O-])(O)=O.[Na+]. No catalyst specified. The product is [F:8][C:9]1[CH:14]=[CH:13][CH:12]=[CH:11][C:10]=1[C:15]1[N:23]([CH:24]2[CH2:29][CH2:28][NH:27][CH2:26][CH2:25]2)[C:18]2=[N:19][CH:20]=[CH:21][CH:22]=[C:17]2[N:16]=1. The yield is 0.670.